Predict the reactants needed to synthesize the given product. From a dataset of Full USPTO retrosynthesis dataset with 1.9M reactions from patents (1976-2016). (1) Given the product [CH3:24][O:25][CH2:26][C@@H:27]([NH:29][C:30]([C:32]1[C:40]2[C:35](=[N:36][CH:37]=[C:38]([C:6]3[C:5]4[C:9](=[CH:10][C:2]([Cl:1])=[CH:3][CH:4]=4)[NH:8][N:7]=3)[N:39]=2)[N:34]([CH2:42][O:43][CH2:44][CH2:45][Si:46]([CH3:48])([CH3:47])[CH3:49])[CH:33]=1)=[O:31])[CH3:28], predict the reactants needed to synthesize it. The reactants are: [Cl:1][C:2]1[CH:10]=[C:9]2[C:5]([C:6]([Sn](CCCC)(CCCC)CCCC)=[N:7][NH:8]2)=[CH:4][CH:3]=1.[CH3:24][O:25][CH2:26][C@@H:27]([NH:29][C:30]([C:32]1[C:40]2[C:35](=[N:36][CH:37]=[C:38](Br)[N:39]=2)[N:34]([CH2:42][O:43][CH2:44][CH2:45][Si:46]([CH3:49])([CH3:48])[CH3:47])[CH:33]=1)=[O:31])[CH3:28].CN(C=O)C. (2) Given the product [C:24]1([C:30]2[CH:31]=[CH:32][CH:33]=[CH:34][CH:35]=2)[CH:29]=[CH:28][C:27]([C:2]2[C:11]3[C:6](=[C:7]([C:12]([F:14])([F:15])[F:13])[CH:8]=[CH:9][CH:10]=3)[N:5]=[CH:4][C:3]=2[C:16]([C:18]2[CH:23]=[CH:22][CH:21]=[CH:20][N:19]=2)=[O:17])=[CH:26][CH:25]=1, predict the reactants needed to synthesize it. The reactants are: Cl[C:2]1[C:11]2[C:6](=[C:7]([C:12]([F:15])([F:14])[F:13])[CH:8]=[CH:9][CH:10]=2)[N:5]=[CH:4][C:3]=1[C:16]([C:18]1[CH:23]=[CH:22][CH:21]=[CH:20][N:19]=1)=[O:17].[C:24]1([C:30]2[CH:35]=[CH:34][C:33](B(O)O)=[CH:32][CH:31]=2)[CH:29]=[CH:28][CH:27]=[CH:26][CH:25]=1. (3) Given the product [OH:3][C:4]1[CH:14]=[CH:13][C:7]([CH:8]=[O:12])=[CH:6][CH:5]=1, predict the reactants needed to synthesize it. The reactants are: O=O.[OH:3][C:4]1[CH:14]=[CH:13][C:7]([CH:8]([OH:12])C(O)=O)=[CH:6][CH:5]=1.[OH-].[Na+].Cl. (4) Given the product [ClH:58].[O:1]=[C:2]1[C@H:8]([CH2:9][C:10]([O:12][CH2:56][CH2:55][CH2:54][CH2:53][CH2:52][CH2:51][CH2:50][CH2:49][CH2:48][CH2:47][C:41]2[CH:46]=[CH:45][CH:44]=[CH:43][CH:42]=2)=[O:11])[CH2:7][C:6]2[CH:13]=[CH:14][C:15]([O:17][CH2:18][CH2:19][C:20]3[N:21]=[C:22]4[NH:27][CH2:26][CH2:25][CH2:24][N:23]4[CH:35]=3)=[CH:16][C:5]=2[CH2:4][N:3]1[CH2:36][C:37]([F:38])([F:39])[F:40], predict the reactants needed to synthesize it. The reactants are: [O:1]=[C:2]1[C@H:8]([CH2:9][C:10]([OH:12])=[O:11])[CH2:7][C:6]2[CH:13]=[CH:14][C:15]([O:17][CH2:18][CH2:19][C:20]3[N:21]=[C:22]4[N:27](C(OC(C)(C)C)=O)[CH2:26][CH2:25][CH2:24][N:23]4[CH:35]=3)=[CH:16][C:5]=2[CH2:4][N:3]1[CH2:36][C:37]([F:40])([F:39])[F:38].[C:41]1([CH2:47][CH2:48][CH2:49][CH2:50][CH2:51][CH2:52][CH2:53][CH2:54][CH2:55][CH2:56]O)[CH:46]=[CH:45][CH:44]=[CH:43][CH:42]=1.[ClH:58].O1CCOCC1. (5) Given the product [CH3:1][C:2]1[N:7]=[C:6]([C:32]2[CH:33]=[C:28]([CH:29]=[CH:30][CH:31]=2)[C:26]#[N:27])[CH:5]=[C:4]([C:16]2[CH:21]=[CH:20][C:19]([C:22]([F:25])([F:24])[F:23])=[CH:18][CH:17]=2)[CH:3]=1, predict the reactants needed to synthesize it. The reactants are: [CH3:1][C:2]1[N:7]=[C:6](OS(C(F)(F)F)(=O)=O)[CH:5]=[C:4]([C:16]2[CH:21]=[CH:20][C:19]([C:22]([F:25])([F:24])[F:23])=[CH:18][CH:17]=2)[CH:3]=1.[C:26]([C:28]1[CH:29]=[C:30](B(O)O)[CH:31]=[CH:32][CH:33]=1)#[N:27]. (6) Given the product [Br:7][C:8]1[CH:9]=[C:10]([CH:11]=[C:12]([Br:15])[C:13]=1[Cl:14])[CH:16]=[O:17], predict the reactants needed to synthesize it. The reactants are: [NH+]1C=CC=CC=1.[Br:7][C:8]1[CH:9]=[C:10]([CH2:16][OH:17])[CH:11]=[C:12]([Br:15])[C:13]=1[Cl:14]. (7) The reactants are: [F:1][C:2]1[CH:3]=[N:4][C:5]([N:8]2[CH2:13][CH2:12][CH:11]([O:14][C:15]3[S:16][C:17]4[CH:23]=[C:22]([C:24]5[CH2:25][CH2:26][NH:27][CH2:28][CH:29]=5)[CH:21]=[CH:20][C:18]=4[N:19]=3)[CH2:10][CH2:9]2)=[N:6][CH:7]=1.C(N(CC)CC)C.[CH3:37][N:38]([CH3:43])[S:39](Cl)(=[O:41])=[O:40]. Given the product [F:1][C:2]1[CH:7]=[N:6][C:5]([N:8]2[CH2:13][CH2:12][CH:11]([O:14][C:15]3[S:16][C:17]4[CH:23]=[C:22]([C:24]5[CH2:25][CH2:26][N:27]([S:39]([N:38]([CH3:43])[CH3:37])(=[O:41])=[O:40])[CH2:28][CH:29]=5)[CH:21]=[CH:20][C:18]=4[N:19]=3)[CH2:10][CH2:9]2)=[N:4][CH:3]=1, predict the reactants needed to synthesize it. (8) Given the product [Cl:1][C:2]1[N:11]=[C:10]([NH:22][CH:20]([CH3:21])[CH2:19][CH2:18][CH2:17][N:16]([CH2:23][CH3:24])[CH2:14][CH3:15])[C:9]2[C:4](=[CH:5][C:6]([Cl:13])=[CH:7][CH:8]=2)[N:3]=1, predict the reactants needed to synthesize it. The reactants are: [Cl:1][C:2]1[N:11]=[C:10](Cl)[C:9]2[C:4](=[CH:5][C:6]([Cl:13])=[CH:7][CH:8]=2)[N:3]=1.[CH2:14]([N:16]([CH2:23][CH3:24])[CH2:17][CH2:18][CH2:19][CH:20]([NH2:22])[CH3:21])[CH3:15]. (9) Given the product [N:1]1[CH:6]=[CH:5][CH:4]=[CH:3][C:2]=1[CH:7]([CH3:15])[C:8]([OH:10])=[O:9], predict the reactants needed to synthesize it. The reactants are: [N:1]1[CH:6]=[CH:5][CH:4]=[CH:3][C:2]=1[CH:7]([CH3:15])[C:8]([O:10]C(C)(C)C)=[O:9].Cl. (10) Given the product [N:10]1[CH:9]=[CH:8][CH:7]=[N:6][C:5]=1/[CH:4]=[N:15]/[OH:16], predict the reactants needed to synthesize it. The reactants are: C(O[CH:4](OCC)[C:5]1[N:10]=[CH:9][CH:8]=[CH:7][N:6]=1)C.Cl.[NH2:15][OH:16].C([O-])(O)=O.[Na+].